Task: Regression. Given a peptide amino acid sequence and an MHC pseudo amino acid sequence, predict their binding affinity value. This is MHC class II binding data.. Dataset: Peptide-MHC class II binding affinity with 134,281 pairs from IEDB (1) The peptide sequence is VRSGGHDYEGLSYRS. The MHC is DRB3_0101 with pseudo-sequence DRB3_0101. The binding affinity (normalized) is 0.221. (2) The binding affinity (normalized) is 0.552. The peptide sequence is RLEFDEFVTLAAKFI. The MHC is DRB1_0401 with pseudo-sequence DRB1_0401. (3) The peptide sequence is LSLCNKIKGLKVFNT. The MHC is DRB1_1501 with pseudo-sequence DRB1_1501. The binding affinity (normalized) is 0.705.